Dataset: Reaction yield outcomes from USPTO patents with 853,638 reactions. Task: Predict the reaction yield, written as a fraction of the theoretical maximum amount of product (1.0 means a 100% yield; for example, 0.34 means a 34% yield). (1) The reactants are [Cl-].O[NH3+:3].[C:4](=[O:7])([O-])[OH:5].[Na+].CS(C)=O.[F:13][C:14]1[CH:15]=[C:16]([N:21]2[C:26](=[O:27])[C:25]([CH2:28][C:29]3[CH:34]=[CH:33][C:32]([C:35]4[C:36]([C:41]#[N:42])=[CH:37][CH:38]=[CH:39][CH:40]=4)=[CH:31][CH:30]=3)=[C:24]([CH2:43][CH2:44][CH3:45])[N:23]=[C:22]2[CH3:46])[CH:17]=[CH:18][C:19]=1[OH:20]. The catalyst is O.C(OCC)(=O)C. The product is [F:13][C:14]1[CH:15]=[C:16]([N:21]2[C:26](=[O:27])[C:25]([CH2:28][C:29]3[CH:34]=[CH:33][C:32]([C:35]4[CH:40]=[CH:39][CH:38]=[CH:37][C:36]=4[C:41]4[NH:3][C:4](=[O:7])[O:5][N:42]=4)=[CH:31][CH:30]=3)=[C:24]([CH2:43][CH2:44][CH3:45])[N:23]=[C:22]2[CH3:46])[CH:17]=[CH:18][C:19]=1[OH:20]. The yield is 0.640. (2) The reactants are Br[C:2]1[CH2:6][CH2:5][C@H:4]([CH2:7][CH2:8][CH2:9][C:10]2[S:14][C:13]([C:15]([OH:17])=[O:16])=[CH:12][CH:11]=2)[C:3]=1[C:18]1[CH:23]=[CH:22][C:21]([CH:24]([OH:30])[CH2:25][CH2:26][CH2:27][CH2:28][CH3:29])=[CH:20][CH:19]=1.[Li]C(C)(C)C.[NH4+].[Cl-]. The catalyst is C1COCC1. The product is [OH:30][CH:24]([C:21]1[CH:22]=[CH:23][C:18]([C:3]2[C@@H:4]([CH2:7][CH2:8][CH2:9][C:10]3[S:14][C:13]([C:15]([OH:17])=[O:16])=[CH:12][CH:11]=3)[CH2:5][CH2:6][CH:2]=2)=[CH:19][CH:20]=1)[CH2:25][CH2:26][CH2:27][CH2:28][CH3:29]. The yield is 0.500. (3) The reactants are [C:1]([NH:4][C:5]1[S:6][C:7]([C:11]2[S:15][C:14]([S:16](Cl)(=[O:18])=[O:17])=[CH:13][CH:12]=2)=[C:8]([CH3:10])[N:9]=1)(=[O:3])[CH3:2].[CH3:20][N:21]([CH3:26])[CH2:22][CH2:23][NH:24][CH3:25].C(N(CC)CC)C. The catalyst is C(Cl)Cl. The product is [CH3:20][N:21]([CH3:26])[CH2:22][CH2:23][N:24]([CH3:25])[S:16]([C:14]1[S:15][C:11]([C:7]2[S:6][C:5]([NH:4][C:1](=[O:3])[CH3:2])=[N:9][C:8]=2[CH3:10])=[CH:12][CH:13]=1)(=[O:18])=[O:17]. The yield is 0.410. (4) The reactants are [CH2:1]([C:3]1[C:8](=[O:9])[NH:7][C:6]([CH3:10])=[C:5]([C:11]2[O:15][C:14]([C:16]([OH:18])=O)=[CH:13][CH:12]=2)[CH:4]=1)[CH3:2].[CH3:19][CH:20]1[CH2:22][NH:21]1. No catalyst specified. The product is [CH2:1]([C:3]1[C:8](=[O:9])[NH:7][C:6]([CH3:10])=[C:5]([C:11]2[O:15][C:14]([C:16]([N:21]3[CH2:22][CH:20]3[CH3:19])=[O:18])=[CH:13][CH:12]=2)[CH:4]=1)[CH3:2]. The yield is 0.810. (5) The reactants are [CH3:1][C:2]1[C:3]([C:11]2[S:15][C:14]([C:16]([OH:18])=O)=[CH:13][CH:12]=2)=[N:4][O:5][C:6]=1[C:7]([F:10])([F:9])[F:8].[OH:19][CH:20]1[CH2:25][CH2:24][NH:23][CH2:22][CH2:21]1. No catalyst specified. The product is [OH:19][CH:20]1[CH2:25][CH2:24][N:23]([C:16]([C:14]2[S:15][C:11]([C:3]3[C:2]([CH3:1])=[C:6]([C:7]([F:8])([F:9])[F:10])[O:5][N:4]=3)=[CH:12][CH:13]=2)=[O:18])[CH2:22][CH2:21]1. The yield is 0.780. (6) The reactants are [CH2:1]([C:3]1[CH:4]=[C:5]([NH:10][CH:11]2[CH2:16][CH2:15][N:14]([C@H:17]3[CH2:22][CH2:21][C@H:20]([O:23][CH2:24][CH3:25])[CH2:19][CH2:18]3)[CH2:13][CH2:12]2)[C:6]([NH2:9])=[CH:7][CH:8]=1)[CH3:2].C(N(C(C)C)CC)(C)C.[Cl:35][C:36](Cl)([O:38]C(=O)OC(Cl)(Cl)Cl)Cl.Cl.CCOCC. The catalyst is ClCCl. The product is [ClH:35].[CH2:1]([C:3]1[CH:8]=[CH:7][C:6]2[NH:9][C:36](=[O:38])[N:10]([CH:11]3[CH2:16][CH2:15][N:14]([C@H:17]4[CH2:22][CH2:21][C@H:20]([O:23][CH2:24][CH3:25])[CH2:19][CH2:18]4)[CH2:13][CH2:12]3)[C:5]=2[CH:4]=1)[CH3:2]. The yield is 0.650. (7) The reactants are CO[C:3]([C:5]1[C:10]([NH2:11])=[N:9][CH:8]=[CH:7][N:6]=1)=[O:4].C(N([CH2:17][CH3:18])CC)C.C([CH:21]([C:25](Cl)=[O:26])[C:22](Cl)=[O:23])C.[O-:28]CC.[Na+].Cl. The catalyst is ClCCl.O. The product is [OH:4][C:3]1[C:5]2[N:6]=[CH:7][CH:8]=[N:9][C:10]=2[NH:11][C:25](=[O:26])[C:21]=1[C:22]([O:23][CH2:17][CH3:18])=[O:28]. The yield is 0.730. (8) The reactants are CC1(C)CCCC(C)(C)N1.C([Li])CCC.[CH3:16][O:17][C:18]1[CH:19]=[C:20]([CH:24]=[CH:25][CH:26]=1)[C:21]([OH:23])=[O:22].[Cl:27][C:28]1[CH:35]=[CH:34][C:31]([CH:32]=O)=[CH:30][CH:29]=1.Cl. The catalyst is C1COCC1.CC(=O)OCC.O. The product is [Cl:27][C:28]1[CH:35]=[CH:34][C:31]([CH:32]2[C:19]3[C:20](=[CH:24][CH:25]=[CH:26][C:18]=3[O:17][CH3:16])[C:21](=[O:23])[O:22]2)=[CH:30][CH:29]=1. The yield is 0.440. (9) The reactants are [Cl:1][C:2]1[C:3]([C:9]2[C:10]([C:18]3[CH:23]=[CH:22][C:21]([Cl:24])=[C:20]([O:25][CH2:26][CH2:27][CH2:28][N:29]([CH3:31])[CH3:30])[CH:19]=3)=[N:11][C:12]([C:15]([O-:17])=[O:16])=[CH:13][CH:14]=2)=[N:4][CH:5]=[C:6]([Cl:8])[CH:7]=1.[OH-].[K+].Cl.C(Cl)Cl.CO. The catalyst is CCO.O. The product is [Cl:1][C:2]1[C:3]([C:9]2[C:10]([C:18]3[CH:23]=[CH:22][C:21]([Cl:24])=[C:20]([O:25][CH2:26][CH2:27][CH2:28][N:29]([CH3:30])[CH3:31])[CH:19]=3)=[N:11][C:12]([C:15]([OH:17])=[O:16])=[CH:13][CH:14]=2)=[N:4][CH:5]=[C:6]([Cl:8])[CH:7]=1. The yield is 0.950.